From a dataset of Reaction yield outcomes from USPTO patents with 853,638 reactions. Predict the reaction yield, written as a fraction of the theoretical maximum amount of product (1.0 means a 100% yield; for example, 0.34 means a 34% yield). The reactants are [Cl:1][CH2:2][C:3](=[O:9])[CH2:4][C:5]([O:7][CH3:8])=[O:6].C(OCCC)(OCCC)O[CH2:12][CH2:13][CH3:14].O=P12OP3(OP(OP(O3)(O1)=O)(=O)O2)=O. The catalyst is S(=O)(=O)(O)O.C(Cl)(Cl)Cl. The product is [Cl:1][CH2:2]/[C:3](/[O:9][CH2:12][CH2:13][CH3:14])=[CH:4]\[C:5]([O:7][CH3:8])=[O:6]. The yield is 0.790.